From a dataset of Full USPTO retrosynthesis dataset with 1.9M reactions from patents (1976-2016). Predict the reactants needed to synthesize the given product. (1) Given the product [NH2:21][C:18]1[S:19][CH:20]=[C:16](/[C:15](=[N:22]/[O:23][C:24]([CH3:29])([CH3:28])[C:25]([OH:27])=[O:26])/[C:14]([NH:13][C@@H:12]2[C:11](=[O:31])[N:10]([S:32]([OH:35])(=[O:34])=[O:33])[C@@H:9]2[CH2:8][N:5]2[CH:6]=[N:7][C:3]([CH2:2][NH:1][C:42]([NH2:43])=[NH:37])=[N:4]2)=[O:30])[N:17]=1, predict the reactants needed to synthesize it. The reactants are: [NH2:1][CH2:2][C:3]1[N:7]=[CH:6][N:5]([CH2:8][C@@H:9]2[C@H:12]([NH:13][C:14](=[O:30])/[C:15](=[N:22]\[O:23][C:24]([CH3:29])([CH3:28])[C:25]([OH:27])=[O:26])/[C:16]3[N:17]=[C:18]([NH2:21])[S:19][CH:20]=3)[C:11](=[O:31])[N:10]2[S:32]([OH:35])(=[O:34])=[O:33])[N:4]=1.Cl.[N:37]1([C:42](N)=[NH:43])C=CC=N1.CCN(C(C)C)C(C)C. (2) Given the product [Cl:1][C:2]1[N:3]=[C:4]([NH:28][CH:25]2[CH2:26][CH2:27][CH:22]([N:21]([CH3:29])[CH3:20])[CH2:23][CH2:24]2)[C:5]2[CH:10]=[CH:9][NH:8][C:6]=2[N:7]=1, predict the reactants needed to synthesize it. The reactants are: [Cl:1][C:2]1[N:3]=[C:4](Cl)[C:5]2[CH:10]=[CH:9][NH:8][C:6]=2[N:7]=1.C(N(CC)CC)C.Cl.[CH3:20][N:21]([CH3:29])[CH:22]1[CH2:27][CH2:26][CH:25]([NH2:28])[CH2:24][CH2:23]1. (3) Given the product [CH3:30][C:13]1[C:14]([CH3:29])=[C:15]([NH:20][CH2:21][C:22]([NH:25][C:26](=[O:28])[CH3:27])([CH3:24])[CH3:23])[C:16]([N+:17]([O-:19])=[O:18])=[C:11]([O:9][C:3]2[CH:8]=[CH:7][CH:6]=[CH:5][CH:4]=2)[N:12]=1, predict the reactants needed to synthesize it. The reactants are: [H-].[Na+].[C:3]1([OH:9])[CH:8]=[CH:7][CH:6]=[CH:5][CH:4]=1.Cl[C:11]1[C:16]([N+:17]([O-:19])=[O:18])=[C:15]([NH:20][CH2:21][C:22]([NH:25][C:26](=[O:28])[CH3:27])([CH3:24])[CH3:23])[C:14]([CH3:29])=[C:13]([CH3:30])[N:12]=1.CCOC(C)=O. (4) Given the product [F:48][C:47]([F:50])([F:49])[C:45]([OH:51])=[O:46].[CH2:9]([C:5]1[CH:6]=[CH:7][CH:8]=[C:3]([CH2:1][CH3:2])[C:4]=1[NH:11][C:12]([C:14]1[C:18]2[CH2:19][CH2:20][CH2:21][C:22]3[C:23](=[N:24][C:25]([NH:28][C:29]4[CH:41]=[CH:40][C:32]([C:33]([OH:35])=[O:34])=[CH:31][C:30]=4[O:42][CH3:43])=[N:26][CH:27]=3)[C:17]=2[N:16]([CH3:44])[N:15]=1)=[O:13])[CH3:10], predict the reactants needed to synthesize it. The reactants are: [CH2:1]([C:3]1[CH:8]=[CH:7][CH:6]=[C:5]([CH2:9][CH3:10])[C:4]=1[NH:11][C:12]([C:14]1[C:18]2[CH2:19][CH2:20][CH2:21][C:22]3[C:23](=[N:24][C:25]([NH:28][C:29]4[CH:41]=[CH:40][C:32]([C:33]([O:35]C(C)(C)C)=[O:34])=[CH:31][C:30]=4[O:42][CH3:43])=[N:26][CH:27]=3)[C:17]=2[N:16]([CH3:44])[N:15]=1)=[O:13])[CH3:2].[C:45]([OH:51])([C:47]([F:50])([F:49])[F:48])=[O:46].